The task is: Predict the reactants needed to synthesize the given product.. This data is from Full USPTO retrosynthesis dataset with 1.9M reactions from patents (1976-2016). (1) Given the product [Br:1][C:2]1[CH:18]=[CH:17][C:5]2[C:6]3[N:7]=[C:8]([NH2:21])[S:9][C:10]=3[CH2:11][CH2:12][O:13][C:4]=2[CH:3]=1, predict the reactants needed to synthesize it. The reactants are: [Br:1][C:2]1[CH:18]=[CH:17][C:5]2[C:6]3[N:7]=[C:8](C(O)=O)[S:9][C:10]=3[CH2:11][CH2:12][O:13][C:4]=2[CH:3]=1.C([N:21](CC)CC)C.C1(P(N=[N+]=[N-])(C2C=CC=CC=2)=O)C=CC=CC=1. (2) Given the product [Br:1][C:2]1[CH:3]=[CH:4][C:5]([CH2:8][CH:9]([NH:11][C:18](=[O:19])[O:20][C:21]([CH3:24])([CH3:23])[CH3:22])[CH3:10])=[CH:6][CH:7]=1, predict the reactants needed to synthesize it. The reactants are: [Br:1][C:2]1[CH:7]=[CH:6][C:5]([CH2:8][CH:9]([NH2:11])[CH3:10])=[CH:4][CH:3]=1.C([O-])([O-])=O.[Na+].[Na+].[C:18](O[C:18]([O:20][C:21]([CH3:24])([CH3:23])[CH3:22])=[O:19])([O:20][C:21]([CH3:24])([CH3:23])[CH3:22])=[O:19].O. (3) Given the product [CH2:42]([O:44][C:45](=[O:55])[CH2:46][O:47][C:48]1[CH:53]=[CH:52][C:51]([O:40][CH2:39][CH2:38][CH:37]([O:36][C:25]2[CH:24]=[CH:23][C:22]([CH2:20][CH3:21])=[CH:27][C:26]=2[C:28](=[O:29])[C:30]2[CH:31]=[CH:32][CH:33]=[CH:34][CH:35]=2)[CH3:41])=[CH:50][CH:49]=1)[CH3:43], predict the reactants needed to synthesize it. The reactants are: C1(P(C2C=CC=CC=2)C2C=CC=CC=2)C=CC=CC=1.[CH2:20]([C:22]1[CH:23]=[CH:24][C:25]([O:36][CH:37]([CH3:41])[CH2:38][CH2:39][OH:40])=[C:26]([C:28]([C:30]2[CH:35]=[CH:34][CH:33]=[CH:32][CH:31]=2)=[O:29])[CH:27]=1)[CH3:21].[CH2:42]([O:44][C:45](=[O:55])[CH2:46][O:47][C:48]1[CH:53]=[CH:52][C:51](O)=[CH:50][CH:49]=1)[CH3:43].CCOC(/N=N/C(OCC)=O)=O. (4) The reactants are: [NH2:1][C:2]1[CH:7]=[C:6]([O:8][CH3:9])[C:5]([CH3:10])=[CH:4][C:3]=1[OH:11].C1N=CN([C:17](N2C=NC=C2)=[O:18])C=1. Given the product [CH3:10][C:5]1[C:6]([O:8][CH3:9])=[CH:7][C:2]2[NH:1][C:17](=[O:18])[O:11][C:3]=2[CH:4]=1, predict the reactants needed to synthesize it. (5) Given the product [Cl:32][C:26]1[CH:27]=[C:28]([Cl:31])[CH:29]=[CH:30][C:25]=1[C:23]1[N:24]=[C:20]([C@@H:19]([NH:35][C:46](=[O:47])[CH2:45][C:39]2[CH:40]=[CH:41][C:42]([F:44])=[CH:43][C:38]=2[F:37])[CH2:18][C:15]2[CH:14]=[CH:13][C:12]([O:11][C:8]3[CH:9]=[CH:10][C:5]([C:4]([OH:3])=[O:36])=[CH:6][CH:7]=3)=[CH:17][CH:16]=2)[N:21]([CH2:33][CH3:34])[CH:22]=1, predict the reactants needed to synthesize it. The reactants are: Cl.C[O:3][C:4](=[O:36])[C:5]1[CH:10]=[CH:9][C:8]([O:11][C:12]2[CH:17]=[CH:16][C:15]([CH2:18][C@H:19]([NH2:35])[C:20]3[N:21]([CH2:33][CH3:34])[CH:22]=[C:23]([C:25]4[CH:30]=[CH:29][C:28]([Cl:31])=[CH:27][C:26]=4[Cl:32])[N:24]=3)=[CH:14][CH:13]=2)=[CH:7][CH:6]=1.[F:37][C:38]1[CH:43]=[C:42]([F:44])[CH:41]=[CH:40][C:39]=1[CH2:45][C:46](O)=[O:47]. (6) Given the product [CH2:1]([N:4]1[C:8]([C:22]([C:24]2[CH:25]=[C:26]3[C:30](=[CH:31][CH:32]=2)[N:29]([C:33]2[CH:38]=[CH:37][C:36]([F:39])=[CH:35][CH:34]=2)[N:28]=[CH:27]3)([OH:23])[C:21]([F:40])([F:20])[F:41])=[C:7]([Br:9])[C:6]([C:10]#[N:11])=[N:5]1)[CH:2]=[CH2:3], predict the reactants needed to synthesize it. The reactants are: [CH2:1]([N:4]1[CH:8]=[C:7]([Br:9])[C:6]([C:10]#[N:11])=[N:5]1)[CH:2]=[CH2:3].C([N-]C(C)C)(C)C.[Li+].[F:20][C:21]([F:41])([F:40])[C:22]([C:24]1[CH:25]=[C:26]2[C:30](=[CH:31][CH:32]=1)[N:29]([C:33]1[CH:38]=[CH:37][C:36]([F:39])=[CH:35][CH:34]=1)[N:28]=[CH:27]2)=[O:23].